This data is from Reaction yield outcomes from USPTO patents with 853,638 reactions. The task is: Predict the reaction yield, written as a fraction of the theoretical maximum amount of product (1.0 means a 100% yield; for example, 0.34 means a 34% yield). (1) The reactants are [C:1]([NH:11][CH2:12][CH2:13][C:14]([OH:16])=[O:15])([O:3][CH2:4][C:5]1[CH:10]=[CH:9][CH:8]=[CH:7][CH:6]=1)=[O:2].BrCC(O[C:22]([CH3:25])([CH3:24])[CH3:23])=[O:20].C([O-])([O-])=O.[K+].[K+]. The catalyst is CC(C)=O. The product is [C:14]([OH:16])(=[O:15])[CH2:13][OH:20].[C:22]([N:11]([C:1]([O:3][CH2:4][C:5]1[CH:10]=[CH:9][CH:8]=[CH:7][CH:6]=1)=[O:2])[CH2:12][CH2:13][C:14]([OH:16])=[O:15])([CH3:25])([CH3:24])[CH3:23]. The yield is 0.990. (2) The reactants are FC(F)(F)C(O)=O.[Cl:8][C:9]1[CH:14]=[C:13]([Cl:15])[CH:12]=[CH:11][C:10]=1[C@H:16]([N:18]1[C:26]2[C:21](=[CH:22][CH:23]=[C:24]([N:27]3[CH2:32][CH2:31][N:30]([C:33]([C@H:35]4[CH2:39][CH2:38][CH2:37][N:36]4C(OC(C)(C)C)=O)=[O:34])[CH2:29][CH2:28]3)[CH:25]=2)[CH:20]=[N:19]1)[CH3:17]. The catalyst is ClCCl. The product is [Cl:8][C:9]1[CH:14]=[C:13]([Cl:15])[CH:12]=[CH:11][C:10]=1[C@H:16]([N:18]1[C:26]2[C:21](=[CH:22][CH:23]=[C:24]([N:27]3[CH2:28][CH2:29][N:30]([C:33]([C@H:35]4[CH2:39][CH2:38][CH2:37][NH:36]4)=[O:34])[CH2:31][CH2:32]3)[CH:25]=2)[CH:20]=[N:19]1)[CH3:17]. The yield is 0.570. (3) The reactants are [Cl-].[Ce+3].[Cl-].[Cl-].[CH2:5]1COC[CH2:6]1.C([Mg]Cl)C.[F:14][C:15]1[CH:29]=[CH:28][C:18]([C:19]([C:21]2[CH:26]=[CH:25][C:24]([F:27])=[CH:23][CH:22]=2)=[O:20])=[CH:17][CH:16]=1. The catalyst is C(O)(=O)C. The product is [F:14][C:15]1[CH:29]=[CH:28][C:18]([C:19]([C:21]2[CH:26]=[CH:25][C:24]([F:27])=[CH:23][CH:22]=2)([OH:20])[CH2:5][CH3:6])=[CH:17][CH:16]=1. The yield is 0.780. (4) The reactants are [CH2:1]([O:3][C:4]([C:6]1[NH:7][C:8]([CH3:12])=[CH:9][C:10]=1[CH3:11])=[O:5])[CH3:2].C(=O)([O-])[O-].[K+].[K+].C(#N)C.[Br:22]N1C(=O)CCC1=O. The catalyst is O. The product is [CH2:1]([O:3][C:4]([C:6]1[NH:7][C:8]([CH3:12])=[C:9]([Br:22])[C:10]=1[CH3:11])=[O:5])[CH3:2]. The yield is 0.760. (5) The reactants are [NH2:1][C:2]1[C:7]([N+:8]([O-:10])=[O:9])=[CH:6][N:5]=[C:4](Cl)[CH:3]=1.Cl.[CH3:13][NH:14][CH3:15].C(N(CC)CC)C. The catalyst is C(O)C. The product is [CH3:13][N:14]([CH3:15])[C:4]1[CH:3]=[C:2]([NH2:1])[C:7]([N+:8]([O-:10])=[O:9])=[CH:6][N:5]=1. The yield is 1.14.